From a dataset of NCI-60 drug combinations with 297,098 pairs across 59 cell lines. Regression. Given two drug SMILES strings and cell line genomic features, predict the synergy score measuring deviation from expected non-interaction effect. Drug 1: C1=C(C(=O)NC(=O)N1)N(CCCl)CCCl. Synergy scores: CSS=15.9, Synergy_ZIP=-6.09, Synergy_Bliss=-3.93, Synergy_Loewe=-20.9, Synergy_HSA=-4.90. Drug 2: CCCS(=O)(=O)NC1=C(C(=C(C=C1)F)C(=O)C2=CNC3=C2C=C(C=N3)C4=CC=C(C=C4)Cl)F. Cell line: MDA-MB-435.